From a dataset of Reaction yield outcomes from USPTO patents with 853,638 reactions. Predict the reaction yield, written as a fraction of the theoretical maximum amount of product (1.0 means a 100% yield; for example, 0.34 means a 34% yield). (1) The reactants are [OH:1][C:2]1[C:7]([CH:8]=[O:9])=[CH:6][C:5]([O:10][CH3:11])=[N:4][CH:3]=1.Cl.Cl[CH2:14][C:15]1[C:16]([C:21]2[N:25]([CH3:26])[N:24]=[CH:23][CH:22]=2)=[N:17][CH:18]=[CH:19][CH:20]=1.C([O-])([O-])=O.[K+].[K+]. The catalyst is CN(C=O)C. The product is [CH3:11][O:10][C:5]1[CH:6]=[C:7]([C:2]([O:1][CH2:14][C:15]2[C:16]([C:21]3[N:25]([CH3:26])[N:24]=[CH:23][CH:22]=3)=[N:17][CH:18]=[CH:19][CH:20]=2)=[CH:3][N:4]=1)[CH:8]=[O:9]. The yield is 0.750. (2) The reactants are [CH3:1][C:2]1[O:6][N:5]=[C:4]([C:7]2[CH:12]=[CH:11][CH:10]=[CH:9][CH:8]=2)[C:3]=1[CH2:13][O:14][C:15]1[CH:23]=[CH:22][C:18]([C:19]([OH:21])=O)=[CH:17][N:16]=1.[CH3:24][N:25]1[CH:29]=[CH:28][C:27]([NH2:30])=[N:26]1. No catalyst specified. The product is [CH3:1][C:2]1[O:6][N:5]=[C:4]([C:7]2[CH:8]=[CH:9][CH:10]=[CH:11][CH:12]=2)[C:3]=1[CH2:13][O:14][C:15]1[CH:23]=[CH:22][C:18]([C:19]([NH:30][C:27]2[CH:28]=[CH:29][N:25]([CH3:24])[N:26]=2)=[O:21])=[CH:17][N:16]=1. The yield is 0.870.